This data is from Full USPTO retrosynthesis dataset with 1.9M reactions from patents (1976-2016). The task is: Predict the reactants needed to synthesize the given product. (1) Given the product [CH2:3]([O:5][C:6](=[O:19])[C:7]1[CH:12]=[C:11]([N+:13]([O-:15])=[O:14])[CH:10]=[C:9]([C:16]([NH:2][CH3:1])=[O:17])[CH:8]=1)[CH3:4], predict the reactants needed to synthesize it. The reactants are: [CH3:1][NH2:2].[CH2:3]([O:5][C:6](=[O:19])[C:7]1[CH:12]=[C:11]([N+:13]([O-:15])=[O:14])[CH:10]=[C:9]([C:16](Cl)=[O:17])[CH:8]=1)[CH3:4]. (2) Given the product [CH3:1][C:2]1[O:6][C:5]([C:7]2[CH:16]=[CH:15][C:14]3[C:9](=[CH:10][CH:11]=[CH:12][CH:13]=3)[CH:8]=2)=[N:4][C:3]=1[CH2:17][O:18][C:19]1[CH:20]=[CH:21][C:22]([CH2:23][OH:24])=[CH:25][CH:26]=1, predict the reactants needed to synthesize it. The reactants are: [CH3:1][C:2]1[O:6][C:5]([C:7]2[CH:16]=[CH:15][C:14]3[C:9](=[CH:10][CH:11]=[CH:12][CH:13]=3)[CH:8]=2)=[N:4][C:3]=1[CH2:17][O:18][C:19]1[CH:26]=[CH:25][C:22]([CH:23]=[O:24])=[CH:21][CH:20]=1.O1CCCC1.CO.[BH4-].[Na+]. (3) Given the product [CH2:1]([C:8]1[CH:9]=[N:10][C:11]([N:14]2[CH2:15][CH2:16][N:17]([C:20]3[C:29]4[C:24](=[CH:25][C:26]([O:31][CH3:32])=[C:27]([O:30][CH2:38][CH2:39][CH2:40][N:41]5[CH2:46][CH2:45][N:44]([CH3:47])[CH2:43][CH2:42]5)[CH:28]=4)[N:23]=[CH:22][N:21]=3)[CH2:18][CH2:19]2)=[N:12][CH:13]=1)[C:2]1[CH:7]=[CH:6][CH:5]=[CH:4][CH:3]=1, predict the reactants needed to synthesize it. The reactants are: [CH2:1]([C:8]1[CH:9]=[N:10][C:11]([N:14]2[CH2:19][CH2:18][N:17]([C:20]3[C:29]4[C:24](=[CH:25][C:26]([O:31][CH3:32])=[C:27]([OH:30])[CH:28]=4)[N:23]=[CH:22][N:21]=3)[CH2:16][CH2:15]2)=[N:12][CH:13]=1)[C:2]1[CH:7]=[CH:6][CH:5]=[CH:4][CH:3]=1.CS(O[CH2:38][CH2:39][CH2:40][N:41]1[CH2:46][CH2:45][N:44]([CH3:47])[CH2:43][CH2:42]1)(=O)=O.C(=O)([O-])[O-].[Cs+].[Cs+].O.